Dataset: Forward reaction prediction with 1.9M reactions from USPTO patents (1976-2016). Task: Predict the product of the given reaction. (1) Given the reactants [N+:1]([C:4]1[CH:5]=[C:6]([NH2:11])[C:7]([NH2:10])=[CH:8][CH:9]=1)([O-:3])=[O:2].[OH:12][C@@H:13]([CH3:17])[C:14](O)=O, predict the reaction product. The product is: [N+:1]([C:4]1[CH:9]=[CH:8][C:7]2[NH:10][C:14]([C@@H:13]([OH:12])[CH3:17])=[N:11][C:6]=2[CH:5]=1)([O-:3])=[O:2]. (2) Given the reactants C(OC(=O)[NH:7][C@H:8]([C@@H:17]1[O:21][C:20](=[O:22])[N:19]([C:23]2([C:26]3[CH:31]=[CH:30][CH:29]=[C:28]([CH:32]([CH3:34])[CH3:33])[CH:27]=3)[CH2:25][CH2:24]2)[CH2:18]1)[CH2:9][C:10]1[CH:15]=[CH:14][C:13]([NH2:16])=[CH:12][CH:11]=1)(C)(C)C.Cl[C:37]1[CH:42]=[C:41]([C:43]2[CH:48]=[CH:47][CH:46]=[CH:45][CH:44]=2)[N:40]=[CH:39][N:38]=1.Cl, predict the reaction product. The product is: [NH2:7][C@H:8]([C@@H:17]1[O:21][C:20](=[O:22])[N:19]([C:23]2([C:26]3[CH:31]=[CH:30][CH:29]=[C:28]([CH:32]([CH3:34])[CH3:33])[CH:27]=3)[CH2:25][CH2:24]2)[CH2:18]1)[CH2:9][C:10]1[CH:11]=[CH:12][C:13]([NH:16][C:37]2[CH:42]=[C:41]([C:43]3[CH:48]=[CH:47][CH:46]=[CH:45][CH:44]=3)[N:40]=[CH:39][N:38]=2)=[CH:14][CH:15]=1.